Task: Predict the reactants needed to synthesize the given product.. Dataset: Full USPTO retrosynthesis dataset with 1.9M reactions from patents (1976-2016) (1) Given the product [F:39][C:40]([F:45])([F:44])[C:41]([OH:43])=[O:42].[CH:34]([N:27]1[C:26]([C:20]2[N:19]=[C:18]3[N:22]([CH2:23][CH2:24][O:25][C:16]4[CH:15]=[C:14]([CH:11]5[CH2:12][CH2:13][NH:8][CH2:9][CH2:10]5)[CH:38]=[CH:37][C:17]=43)[CH:21]=2)=[N:30][C:29]([CH2:31][O:32][CH3:33])=[N:28]1)([CH3:36])[CH3:35], predict the reactants needed to synthesize it. The reactants are: C(OC([N:8]1[CH2:13][CH2:12][CH:11]([C:14]2[CH:38]=[CH:37][C:17]3[C:18]4[N:22]([CH2:23][CH2:24][O:25][C:16]=3[CH:15]=2)[CH:21]=[C:20]([C:26]2[N:27]([CH:34]([CH3:36])[CH3:35])[N:28]=[C:29]([CH2:31][O:32][CH3:33])[N:30]=2)[N:19]=4)[CH2:10][CH2:9]1)=O)(C)(C)C.[F:39][C:40]([F:45])([F:44])[C:41]([OH:43])=[O:42]. (2) Given the product [ClH:37].[NH2:29][C@H:19]([C:3]1[N:4]=[CH:5][C:6]([N:8]2[C:9](=[O:18])[C:10]3[C:15](=[CH:14][CH:13]=[CH:12][CH:11]=3)[C:16]2=[O:17])=[CH:7][C:2]=1[Br:1])[CH2:20][C:21]1[CH:26]=[C:25]([F:27])[CH:24]=[C:23]([F:28])[CH:22]=1, predict the reactants needed to synthesize it. The reactants are: [Br:1][C:2]1[C:3]([C@@H:19]([NH:29]C(=O)OC(C)(C)C)[CH2:20][C:21]2[CH:26]=[C:25]([F:27])[CH:24]=[C:23]([F:28])[CH:22]=2)=[N:4][CH:5]=[C:6]([N:8]2[C:16](=[O:17])[C:15]3[C:10](=[CH:11][CH:12]=[CH:13][CH:14]=3)[C:9]2=[O:18])[CH:7]=1.[ClH:37].O1CCOCC1. (3) Given the product [C:1]1([S:7]([CH2:10][CH2:11][N:12]2[C:20]3[CH:19]=[CH:18][CH:17]=[CH:16][C:15]=3[C:14]3[CH2:21][CH2:22][NH:23][CH2:24][CH2:25][C:13]2=3)(=[O:9])=[O:8])[CH:2]=[CH:3][CH:4]=[CH:5][CH:6]=1, predict the reactants needed to synthesize it. The reactants are: [C:1]1([S:7]([CH2:10][CH2:11][N:12]2[C:20]3[CH:19]=[CH:18][CH:17]=[CH:16][C:15]=3[C:14]3[CH2:21][CH2:22][N:23](C(OC(C)(C)C)=O)[CH2:24][CH2:25][C:13]2=3)(=[O:9])=[O:8])[CH:6]=[CH:5][CH:4]=[CH:3][CH:2]=1.FC(F)(F)C(O)=O. (4) Given the product [F:19][C:18]([F:21])([F:20])[C:17](=[O:16])[CH2:11][C:10]([C:6]1[CH:7]=[C:8]([CH3:9])[C:3]([O:2][CH3:1])=[CH:4][C:5]=1[CH3:13])=[O:12], predict the reactants needed to synthesize it. The reactants are: [CH3:1][O:2][C:3]1[C:8]([CH3:9])=[CH:7][C:6]([C:10](=[O:12])[CH3:11])=[C:5]([CH3:13])[CH:4]=1.C([O:16][C:17](=O)[C:18]([F:21])([F:20])[F:19])C.[O-]CC.[Na+].Cl. (5) Given the product [CH:1]1([O:5][CH2:6][C:7]2[CH:8]=[CH:9][C:10]([C:11]([NH:13][C:14]3[CH:19]=[CH:18][C:17]([N:20]4[CH2:24][CH2:23][CH:22]5[CH2:25][N:26]([C:33](=[O:34])[CH2:32][N:31]([CH3:36])[CH3:30])[CH2:27][CH:21]45)=[CH:16][CH:15]=3)=[O:12])=[CH:28][CH:29]=2)[CH2:4][CH2:3][CH2:2]1, predict the reactants needed to synthesize it. The reactants are: [CH:1]1([O:5][CH2:6][C:7]2[CH:29]=[CH:28][C:10]([C:11]([NH:13][C:14]3[CH:19]=[CH:18][C:17]([N:20]4[CH2:24][CH2:23][CH:22]5[CH2:25][NH:26][CH2:27][CH:21]45)=[CH:16][CH:15]=3)=[O:12])=[CH:9][CH:8]=2)[CH2:4][CH2:3][CH2:2]1.[CH3:30][N:31]([CH3:36])[CH2:32][C:33](O)=[O:34]. (6) Given the product [Br:33][CH2:23][C:22](=[O:24])[CH:21]([C:25]1[CH:26]=[CH:27][C:28]([O:31][CH3:32])=[CH:29][CH:30]=1)[CH2:20][C:17]1[CH:18]=[CH:19][C:14]([Br:13])=[CH:15][CH:16]=1, predict the reactants needed to synthesize it. The reactants are: C(NC(C)C)(C)C.[Li]CCCC.[Br:13][C:14]1[CH:19]=[CH:18][C:17]([CH2:20][CH:21]([C:25]2[CH:30]=[CH:29][C:28]([O:31][CH3:32])=[CH:27][CH:26]=2)[C:22](=[O:24])[CH3:23])=[CH:16][CH:15]=1.[Br-:33].[Br-].[Br-].C1([N+](C)(C)C)C=CC=CC=1.C1([N+](C)(C)C)C=CC=CC=1.C1([N+](C)(C)C)C=CC=CC=1. (7) Given the product [CH3:1][O:2][C:3]1[C:4]([C:13]([Cl:18])=[O:15])=[CH:5][C:6]2[C:11]([CH:12]=1)=[CH:10][CH:9]=[CH:8][CH:7]=2, predict the reactants needed to synthesize it. The reactants are: [CH3:1][O:2][C:3]1[C:4]([C:13]([OH:15])=O)=[CH:5][C:6]2[C:11]([CH:12]=1)=[CH:10][CH:9]=[CH:8][CH:7]=2.S(Cl)([Cl:18])=O. (8) Given the product [F:1][C:2]([F:11])([F:12])[CH:3]1[CH2:4][CH2:5][CH:6]([CH:9]=[O:10])[CH2:7][CH2:8]1, predict the reactants needed to synthesize it. The reactants are: [F:1][C:2]([F:12])([F:11])[C@@H:3]1[CH2:8][CH2:7][C@H:6]([CH2:9][OH:10])[CH2:5][CH2:4]1.I(C1C=CC=CC=1C(O)=O)(=O)=O.O.C(OCC)(=O)C. (9) Given the product [CH2:19]([O:25][C:2]1[CH:16]=[CH:15][C:5]([C:6]([C:8]2[CH:13]=[CH:12][C:11]([O:7][CH2:6][CH:5]=[CH:4][CH:3]=[CH:2][CH3:16])=[CH:10][CH:9]=2)=[O:7])=[CH:4][CH:3]=1)[CH:20]=[CH:21][CH:22]=[CH:23][CH3:24], predict the reactants needed to synthesize it. The reactants are: F[C:2]1[CH:16]=[CH:15][C:5]([C:6]([C:8]2[CH:13]=[CH:12][C:11](F)=[CH:10][CH:9]=2)=[O:7])=[CH:4][CH:3]=1.[H-].[Na+].[CH2:19]([OH:25])[CH:20]=[CH:21][CH:22]=[CH:23][CH3:24].